Dataset: Forward reaction prediction with 1.9M reactions from USPTO patents (1976-2016). Task: Predict the product of the given reaction. (1) Given the reactants Cl.[Br:2][C:3]1[N:8]=[C:7]([N:9]2[CH2:13][CH2:12][C@H:11]([NH2:14])[CH2:10]2)[CH:6]=[CH:5][CH:4]=1.C(N(CC)CC)C.[Cl:22][C:23]1[CH:30]=[C:29]([Cl:31])[CH:28]=[CH:27][C:24]=1[CH:25]=O.[BH4-].[Na+], predict the reaction product. The product is: [Br:2][C:3]1[N:8]=[C:7]([N:9]2[CH2:13][CH2:12][C@H:11]([NH:14][CH2:25][C:24]3[CH:27]=[CH:28][C:29]([Cl:31])=[CH:30][C:23]=3[Cl:22])[CH2:10]2)[CH:6]=[CH:5][CH:4]=1. (2) Given the reactants [C:1]([O:5][C:6](=[O:47])[NH:7][CH:8]([CH2:20][C:21]1[CH:26]=[CH:25][C:24]([O:27][C:28]2[CH:33]=[CH:32][C:31]([CH2:34][CH2:35][C:36](=[O:46])[NH:37][O:38]CC3C=CC=CC=3)=[CH:30][CH:29]=2)=[CH:23][CH:22]=1)[C:9]([N:11]1[CH2:16][CH2:15][N:14]([C:17](=[O:19])[CH3:18])[CH2:13][CH2:12]1)=[O:10])([CH3:4])([CH3:3])[CH3:2].[H][H], predict the reaction product. The product is: [C:1]([O:5][C:6](=[O:47])[NH:7][CH:8]([CH2:20][C:21]1[CH:26]=[CH:25][C:24]([O:27][C:28]2[CH:29]=[CH:30][C:31]([CH2:34][CH2:35][C:36](=[O:46])[NH:37][OH:38])=[CH:32][CH:33]=2)=[CH:23][CH:22]=1)[C:9]([N:11]1[CH2:12][CH2:13][N:14]([C:17](=[O:19])[CH3:18])[CH2:15][CH2:16]1)=[O:10])([CH3:2])([CH3:3])[CH3:4]. (3) The product is: [F:18][C:17]1[C:12]2[N:13]([C:9]([C:4]3[CH:5]=[CH:6][C:7]([F:8])=[C:2]([C:27]4[CH:26]=[CH:25][C:24]([F:23])=[CH:29][C:28]=4[F:30])[CH:3]=3)=[CH:10][N:11]=2)[CH:14]=[CH:15][C:16]=1[C:19]([OH:22])([CH3:21])[CH3:20]. Given the reactants Cl[C:2]1[CH:3]=[C:4]([C:9]2[N:13]3[CH:14]=[CH:15][C:16]([C:19]([OH:22])([CH3:21])[CH3:20])=[C:17]([F:18])[C:12]3=[N:11][CH:10]=2)[CH:5]=[CH:6][C:7]=1[F:8].[F:23][C:24]1[CH:29]=[C:28]([F:30])[CH:27]=[CH:26][C:25]=1B(O)O, predict the reaction product. (4) Given the reactants Br[C:2]1[CH:7]=[CH:6][C:5]([O:8][C:9]([F:12])([F:11])[F:10])=[CH:4][CH:3]=1.[Mg].[C:14]([C:16]1[CH:21]=[CH:20][N:19]=[CH:18][CH:17]=1)#N.[Cl-].[NH4+].Cl.C1C[O:28]CC1, predict the reaction product. The product is: [F:10][C:9]([F:12])([F:11])[O:8][C:5]1[CH:6]=[CH:7][C:2]([C:14]([C:16]2[CH:21]=[CH:20][N:19]=[CH:18][CH:17]=2)=[O:28])=[CH:3][CH:4]=1. (5) Given the reactants [CH:1]1([NH:4][C:5](=[O:31])[C:6]2[CH:11]=[CH:10][C:9]([C:12]3[N:16]4[CH:17]=[C:18]([C:25]5[CH:30]=[CH:29][CH:28]=[CH:27][CH:26]=5)[N:19]=[C:20](S(C)(=O)=O)[C:15]4=[N:14][CH:13]=3)=[CH:8][CH:7]=2)[CH2:3][CH2:2]1.[CH2:32]([NH2:35])[CH:33]=[CH2:34], predict the reaction product. The product is: [CH2:32]([NH:35][C:20]1[C:15]2[N:16]([C:12]([C:9]3[CH:10]=[CH:11][C:6]([C:5]([NH:4][CH:1]4[CH2:3][CH2:2]4)=[O:31])=[CH:7][CH:8]=3)=[CH:13][N:14]=2)[CH:17]=[C:18]([C:25]2[CH:30]=[CH:29][CH:28]=[CH:27][CH:26]=2)[N:19]=1)[CH:33]=[CH2:34]. (6) Given the reactants [C:1]1([CH3:8])[C:6]([OH:7])=[CH:5][CH:4]=[CH:3][CH:2]=1.C(Cl)(Cl)Cl.[C:13](Cl)(=[O:16])[CH2:14][CH3:15], predict the reaction product. The product is: [C:1]1([CH3:8])[CH:2]=[CH:3][CH:4]=[CH:5][C:6]=1[O:7][C:13](=[O:16])[CH2:14][CH3:15]. (7) Given the reactants [F:1][C:2]1[CH:3]=[C:4]([CH:13]2[C:22]([CH3:24])([CH3:23])[CH2:21][C:20]3[C:15](=[CH:16][CH:17]=[C:18]([C:25](O)=[O:26])[CH:19]=3)[NH:14]2)[CH:5]=[C:6]([N:8]2[CH2:12][CH2:11][CH2:10][CH2:9]2)[CH:7]=1.[CH:28]1([S:31]([NH2:34])(=[O:33])=[O:32])[CH2:30][CH2:29]1, predict the reaction product. The product is: [F:1][C:2]1[CH:3]=[C:4]([CH:13]2[C:22]([CH3:24])([CH3:23])[CH2:21][C:20]3[C:15](=[CH:16][CH:17]=[C:18]([C:25]([NH:34][S:31]([CH:28]4[CH2:30][CH2:29]4)(=[O:33])=[O:32])=[O:26])[CH:19]=3)[NH:14]2)[CH:5]=[C:6]([N:8]2[CH2:12][CH2:11][CH2:10][CH2:9]2)[CH:7]=1. (8) Given the reactants [CH2:1]([C:8]1[CH:27]=[CH:26][CH:25]=[CH:24][C:9]=1[CH2:10][N:11]([CH3:23])[C:12](=[O:22])[CH:13]=[C:14]1[C:18](=[O:19])[O:17]C(C)(C)[O:15]1)[C:2]1[CH:7]=[CH:6][CH:5]=[CH:4][CH:3]=1.N#N, predict the reaction product. The product is: [CH2:1]([C:8]1[CH:27]=[CH:26][CH:25]=[CH:24][C:9]=1[CH2:10][N:11]([CH3:23])[C:12]([CH:13]=[C:14]([OH:15])[C:18]([OH:19])=[O:17])=[O:22])[C:2]1[CH:3]=[CH:4][CH:5]=[CH:6][CH:7]=1. (9) Given the reactants [Cl:1][C:2]1[CH:7]=[CH:6][C:5]([C:8]2[N:12]([C:13]3[CH:18]=[CH:17][C:16]([Cl:19])=[CH:15][C:14]=3[Cl:20])[N:11]=[C:10]([C:21]([OH:23])=O)[C:9]=2[CH3:24])=[CH:4][CH:3]=1.Cl.[F:26][C:27]1([F:34])[CH2:32][CH2:31][N:30]([NH2:33])[CH2:29][CH2:28]1, predict the reaction product. The product is: [ClH:1].[Cl:1][C:2]1[CH:3]=[CH:4][C:5]([C:8]2[N:12]([C:13]3[CH:18]=[CH:17][C:16]([Cl:19])=[CH:15][C:14]=3[Cl:20])[N:11]=[C:10]([C:21]([NH:33][N:30]3[CH2:31][CH2:32][C:27]([F:34])([F:26])[CH2:28][CH2:29]3)=[O:23])[C:9]=2[CH3:24])=[CH:6][CH:7]=1. (10) Given the reactants [Cl:1][C:2]1[CH:3]=[CH:4][C:5]([OH:12])=[C:6]([S:8]([OH:11])(=[O:10])=[O:9])[CH:7]=1.[Na].[OH-].[Na+].[CH2:16]1[O:24][CH:17]1[C:18]1[CH:23]=[CH:22][CH:21]=[CH:20][CH:19]=1, predict the reaction product. The product is: [Cl:1][C:2]1[CH:3]=[CH:4][C:5]([O:12][CH:17]([C:18]2[CH:23]=[CH:22][CH:21]=[CH:20][CH:19]=2)[CH2:16][OH:24])=[C:6]([S:8]([OH:11])(=[O:10])=[O:9])[CH:7]=1.